Dataset: Peptide-MHC class II binding affinity with 134,281 pairs from IEDB. Task: Regression. Given a peptide amino acid sequence and an MHC pseudo amino acid sequence, predict their binding affinity value. This is MHC class II binding data. (1) The peptide sequence is GDGKISLSELTDALR. The MHC is DRB3_0202 with pseudo-sequence DRB3_0202. The binding affinity (normalized) is 0.155. (2) The peptide sequence is ATPPPPPPPQLGASP. The MHC is HLA-DQA10401-DQB10402 with pseudo-sequence HLA-DQA10401-DQB10402. The binding affinity (normalized) is 0.175. (3) The peptide sequence is LSPREEPDDIDCWCY. The MHC is HLA-DQA10102-DQB10501 with pseudo-sequence HLA-DQA10102-DQB10501. The binding affinity (normalized) is 0. (4) The peptide sequence is NLELLSLKRLTLTTS. The MHC is DRB1_0701 with pseudo-sequence DRB1_0701. The binding affinity (normalized) is 0. (5) The peptide sequence is KWHKHYLVCNYGPSG. The MHC is HLA-DPA10103-DPB10401 with pseudo-sequence HLA-DPA10103-DPB10401. The binding affinity (normalized) is 0.0913. (6) The peptide sequence is KKTRNMTMSMSMILVGV. The MHC is DRB3_0101 with pseudo-sequence DRB3_0101. The binding affinity (normalized) is 0.609. (7) The peptide sequence is EKKYFAATQFEQLAA. The MHC is HLA-DQA10101-DQB10501 with pseudo-sequence HLA-DQA10101-DQB10501. The binding affinity (normalized) is 0.296.